Dataset: Reaction yield outcomes from USPTO patents with 853,638 reactions. Task: Predict the reaction yield, written as a fraction of the theoretical maximum amount of product (1.0 means a 100% yield; for example, 0.34 means a 34% yield). (1) The reactants are [C:1]([O:11][CH:12]([CH3:14])[CH3:13])(=[O:10])/[CH:2]=[CH:3]/[C:4]([O:6][CH:7]([CH3:9])[CH3:8])=[O:5].[C:15]([O:25][CH2:26][CH3:27])(=[O:24])[CH:16]=[CH:17][C:18]1[CH:23]=[CH:22][CH:21]=[CH:20][CH:19]=1.C(OCCOCCOCCOC=C)=C.C(OOOC(C)(C)C)(=O)C(C)(C)C. The catalyst is O1CCCC1.CO. The product is [C:4]([O:6][CH:7]([CH3:9])[CH3:8])(=[O:5])/[CH:3]=[CH:2]/[C:1]([O:11][CH:12]([CH3:14])[CH3:13])=[O:10].[C:15]([O:25][CH2:26][CH3:27])(=[O:24])[CH:16]=[CH:17][C:18]1[CH:19]=[CH:20][CH:21]=[CH:22][CH:23]=1. The yield is 0.560. (2) The reactants are [OH-].[Na+].[NH:3]([C:56]([O:58][C:59]([CH3:62])([CH3:61])[CH3:60])=[O:57])[C@H:4]([C:9]([NH:11][C@H:12]([C:17]([NH:19][C@H:20]([C:36]([NH:38][C@H:39]([C:44]([NH:46][C@H:47]([C:52]([O:54]C)=[O:53])[CH2:48][CH:49]([CH3:51])[CH3:50])=[O:45])[CH2:40][CH:41]([CH3:43])[CH3:42])=[O:37])[CH2:21][CH2:22][CH2:23][CH2:24][NH:25][C:26]([O:28][CH2:29][C:30]1[CH:35]=[CH:34][CH:33]=[CH:32][CH:31]=1)=[O:27])=[O:18])[CH2:13][CH:14]([CH3:16])[CH3:15])=[O:10])[CH2:5][CH:6]([CH3:8])[CH3:7].C1COCC1.C(O)=O. The catalyst is O.C(OCC)(=O)C. The product is [NH:3]([C:56]([O:58][C:59]([CH3:62])([CH3:61])[CH3:60])=[O:57])[C@H:4]([C:9]([NH:11][C@H:12]([C:17]([NH:19][C@H:20]([C:36]([NH:38][C@H:39]([C:44]([NH:46][C@H:47]([C:52]([OH:54])=[O:53])[CH2:48][CH:49]([CH3:50])[CH3:51])=[O:45])[CH2:40][CH:41]([CH3:42])[CH3:43])=[O:37])[CH2:21][CH2:22][CH2:23][CH2:24][NH:25][C:26]([O:28][CH2:29][C:30]1[CH:35]=[CH:34][CH:33]=[CH:32][CH:31]=1)=[O:27])=[O:18])[CH2:13][CH:14]([CH3:16])[CH3:15])=[O:10])[CH2:5][CH:6]([CH3:8])[CH3:7]. The yield is 0.975. (3) The reactants are [CH3:1][S:2](Cl)(=[O:4])=[O:3].[CH3:6][O:7][CH2:8][CH2:9][CH2:10][OH:11].C(N(CC)CC)C.O. The catalyst is C(Cl)Cl. The product is [CH3:1][S:2]([O:11][CH2:10][CH2:9][CH2:8][O:7][CH3:6])(=[O:4])=[O:3]. The yield is 0.970. (4) The reactants are C(N1C=CN=C1)(N1C=CN=C1)=O.[C:13]([O:17][C:18]([NH:20][C:21]1([C:24]([OH:26])=O)[CH2:23][CH2:22]1)=[O:19])([CH3:16])([CH3:15])[CH3:14].C(N(CC)C(C)C)(C)C.[Br:36][C:37]1[C:38]([NH2:44])=[N:39][CH:40]=[C:41]([Br:43])[N:42]=1. The catalyst is CN(C)C=O.ClCCl.C(OCC)(=O)C. The product is [Br:36][C:37]1[C:38]([NH:44][C:24]([C:21]2([NH:20][C:18](=[O:19])[O:17][C:13]([CH3:14])([CH3:15])[CH3:16])[CH2:22][CH2:23]2)=[O:26])=[N:39][CH:40]=[C:41]([Br:43])[N:42]=1. The yield is 0.500.